This data is from Full USPTO retrosynthesis dataset with 1.9M reactions from patents (1976-2016). The task is: Predict the reactants needed to synthesize the given product. (1) Given the product [Br:29][CH2:17][C:12]1[CH:13]=[CH:14][CH:15]=[C:16]2[C:11]=1[CH:10]=[C:9]([C:18]([O:20][CH3:21])=[O:19])[N:8]2[C:6]([O:5][C:1]([CH3:4])([CH3:3])[CH3:2])=[O:7], predict the reactants needed to synthesize it. The reactants are: [C:1]([O:5][C:6]([N:8]1[C:16]2[C:11](=[C:12]([CH3:17])[CH:13]=[CH:14][CH:15]=2)[CH:10]=[C:9]1[C:18]([O:20][CH3:21])=[O:19])=[O:7])([CH3:4])([CH3:3])[CH3:2].C1C(=O)N([Br:29])C(=O)C1. (2) Given the product [C:28]([O:27][C:25]([N:2]([CH3:1])[CH2:3][CH2:4][O:5][CH2:6][C:7]([OH:9])=[O:8])=[O:26])([CH3:29])([CH3:30])[CH3:31], predict the reactants needed to synthesize it. The reactants are: [CH3:1][NH:2][CH2:3][CH2:4][O:5][CH2:6][C:7]([OH:9])=[O:8].C(N(CC)CC)C.[C:25](O[C:25]([O:27][C:28]([CH3:31])([CH3:30])[CH3:29])=[O:26])([O:27][C:28]([CH3:31])([CH3:30])[CH3:29])=[O:26].COC(N(C)CCOCC(O)=O)=O. (3) Given the product [CH2:22]([O:11][C:4]1[CH:5]=[CH:6][C:7]([N+:8]([O-:10])=[O:9])=[C:2]([F:1])[CH:3]=1)[CH2:21][CH:20]=[CH2:19], predict the reactants needed to synthesize it. The reactants are: [F:1][C:2]1[CH:3]=[C:4]([OH:11])[CH:5]=[CH:6][C:7]=1[N+:8]([O-:10])=[O:9].C(=O)([O-])[O-].[K+].[K+].Br[CH2:19][CH2:20][CH:21]=[CH2:22]. (4) Given the product [Cl:11][C:12]1[CH:19]=[CH:18][C:15]([CH2:16][N:6]2[C:5]3[CH:7]=[CH:8][CH:9]=[CH:10][C:4]=3[N:3]=[C:2]2[NH:25][CH2:24][C:23]2[CH:26]=[CH:27][C:28]([Cl:29])=[C:21]([Cl:20])[CH:22]=2)=[CH:14][CH:13]=1, predict the reactants needed to synthesize it. The reactants are: Cl[C:2]1[NH:3][C:4]2[CH:10]=[CH:9][CH:8]=[CH:7][C:5]=2[N:6]=1.[Cl:11][C:12]1[CH:19]=[CH:18][C:15]([CH2:16]Cl)=[CH:14][CH:13]=1.[Cl:20][C:21]1[CH:22]=[C:23]([CH:26]=[CH:27][C:28]=1[Cl:29])[CH2:24][NH2:25]. (5) Given the product [F:25][C:22]1[CH:23]=[CH:24][C:19]([C:18]([N:14]2[CH2:15][CH2:16][CH2:17][C@H:12]([C:10]([NH:9][NH2:8])=[O:11])[CH2:13]2)=[O:26])=[CH:20][CH:21]=1, predict the reactants needed to synthesize it. The reactants are: C(OC([NH:8][NH:9][C:10]([C@H:12]1[CH2:17][CH2:16][CH2:15][N:14]([C:18](=[O:26])[C:19]2[CH:24]=[CH:23][C:22]([F:25])=[CH:21][CH:20]=2)[CH2:13]1)=[O:11])=O)(C)(C)C.Cl. (6) Given the product [CH:10]([SiH:9]([CH:16]([CH3:18])[CH3:17])[CH:13]([CH3:15])[CH3:14])([CH3:12])[CH3:11], predict the reactants needed to synthesize it. The reactants are: CC1C=C(O[Si:9]([CH:16]([CH3:18])[CH3:17])([CH:13]([CH3:15])[CH3:14])[CH:10]([CH3:12])[CH3:11])C=C(C)C=1C(C1C=CC(F)=C(C(C)C)C=1)O.C(O)(C(F)(F)F)=O.C([SiH](CC)CC)C.